From a dataset of Forward reaction prediction with 1.9M reactions from USPTO patents (1976-2016). Predict the product of the given reaction. (1) Given the reactants [S:1]1[CH:5]=[CH:4][N:3]=[C:2]1[CH2:6][C:7]([C:9]1[CH:10]=[CH:11][C:12]2[O:17][CH2:16][C:15](=[O:18])[NH:14][C:13]=2[CH:19]=1)=[O:8].[BrH:20].BrBr.O1CCOCC1, predict the reaction product. The product is: [Br:20][CH:6]([C:2]1[S:1][CH:5]=[CH:4][N:3]=1)[C:7]([C:9]1[CH:10]=[CH:11][C:12]2[O:17][CH2:16][C:15](=[O:18])[NH:14][C:13]=2[CH:19]=1)=[O:8]. (2) Given the reactants O.[OH-].[Li+].OO.[NH2:6][C:7]1[C:12]([C:13]([F:16])([F:15])[F:14])=[CH:11][C:10]([CH2:17][C@@H:18]([O:34][CH2:35][C:36]2[CH:41]=[CH:40][CH:39]=[CH:38][CH:37]=2)C(N2[C@@H](CC3C=CC=CC=3)COC2=O)=O)=[CH:9][C:8]=1[Cl:42].[O-]S([O-])=O.[Na+].[Na+].[C:49]([O-])([OH:51])=[O:50].[Na+], predict the reaction product. The product is: [NH2:6][C:7]1[C:12]([C:13]([F:16])([F:14])[F:15])=[CH:11][C:10]([CH2:17][C@@H:18]([O:34][CH2:35][C:36]2[CH:37]=[CH:38][CH:39]=[CH:40][CH:41]=2)[C:49]([OH:51])=[O:50])=[CH:9][C:8]=1[Cl:42]. (3) Given the reactants [C:1]1([C:7]2[NH:8][C:9]3[CH:15]=[CH:14][CH:13]=[CH:12][C:10]=3[N:11]=2)[CH:6]=[CH:5][CH:4]=[CH:3][CH:2]=1.[H-].[Na+].I[CH2:19][CH2:20][CH3:21], predict the reaction product. The product is: [C:1]1([C:7]2[N:8]([CH2:19][CH2:20][CH3:21])[C:9]3[CH:15]=[CH:14][CH:13]=[CH:12][C:10]=3[N:11]=2)[CH:2]=[CH:3][CH:4]=[CH:5][CH:6]=1. (4) Given the reactants [CH3:1][C:2]([S@@:5]([NH2:7])=[O:6])([CH3:4])[CH3:3].[Si:8]([O:15][CH2:16][CH:17]=O)([C:11]([CH3:14])([CH3:13])[CH3:12])([CH3:10])[CH3:9], predict the reaction product. The product is: [Si:8]([O:15][CH2:16]/[CH:17]=[N:7]/[S:5]([C:2]([CH3:4])([CH3:3])[CH3:1])=[O:6])([C:11]([CH3:14])([CH3:13])[CH3:12])([CH3:10])[CH3:9].